Dataset: Peptide-MHC class I binding affinity with 185,985 pairs from IEDB/IMGT. Task: Regression. Given a peptide amino acid sequence and an MHC pseudo amino acid sequence, predict their binding affinity value. This is MHC class I binding data. (1) The peptide sequence is ERYFRINSL. The MHC is Mamu-A02 with pseudo-sequence Mamu-A02. The binding affinity (normalized) is 0. (2) The peptide sequence is WKAIGAYIL. The MHC is HLA-B39:01 with pseudo-sequence HLA-B39:01. The binding affinity (normalized) is 0.696. (3) The peptide sequence is LLQEENRQKL. The MHC is HLA-A68:02 with pseudo-sequence HLA-A68:02. The binding affinity (normalized) is 0. (4) The peptide sequence is LLNNQFGTM. The MHC is HLA-B15:01 with pseudo-sequence HLA-B15:01. The binding affinity (normalized) is 0.779. (5) The peptide sequence is CTPYDINQM. The MHC is Mamu-A01 with pseudo-sequence Mamu-A01. The binding affinity (normalized) is 0.827. (6) The peptide sequence is QMAGVEVRY. The MHC is HLA-A31:01 with pseudo-sequence HLA-A31:01. The binding affinity (normalized) is 0.0435.